This data is from Reaction yield outcomes from USPTO patents with 853,638 reactions. The task is: Predict the reaction yield, written as a fraction of the theoretical maximum amount of product (1.0 means a 100% yield; for example, 0.34 means a 34% yield). (1) The reactants are C(OC([NH:8][CH2:9][C:10]1[CH:11]=[C:12]([CH:16]2[CH2:21][CH2:20][N:19]([C:22]([C:24]3[O:25][C:26]([C:29]#[C:30][C:31]4[CH:36]=[CH:35][CH:34]=[CH:33][C:32]=4[F:37])=[CH:27][CH:28]=3)=[O:23])[CH2:18][CH2:17]2)[CH:13]=[CH:14][CH:15]=1)=O)(C)(C)C.[CH3:38][S:39]([OH:42])(=[O:41])=[O:40]. The catalyst is C(O)(C)C. The product is [CH3:38][S:39]([OH:42])(=[O:41])=[O:40].[NH2:8][CH2:9][C:10]1[CH:11]=[C:12]([CH:16]2[CH2:21][CH2:20][N:19]([C:22]([C:24]3[O:25][C:26]([C:29]#[C:30][C:31]4[CH:36]=[CH:35][CH:34]=[CH:33][C:32]=4[F:37])=[CH:27][CH:28]=3)=[O:23])[CH2:18][CH2:17]2)[CH:13]=[CH:14][CH:15]=1. The yield is 0.840. (2) The reactants are S(=O)(=O)(O)O.B(O)(O)O.[Na+].[N+]([C:14]1[CH:15]=C(S([O-])(=O)=O)C=C[CH:19]=1)([O-])=O.OCC(CO)O.[O:30]1[C:35]2[CH:36]=[CH:37][CH:38]=[C:39]([NH2:40])[C:34]=2[O:33][CH2:32][CH2:31]1. The catalyst is O.O.O.O.O.O.O.S([O-])([O-])(=O)=O.[Fe+2].O. The product is [O:33]1[C:34]2[C:39]3[N:40]=[CH:15][CH:14]=[CH:19][C:38]=3[CH:37]=[CH:36][C:35]=2[O:30][CH2:31][CH2:32]1. The yield is 0.650. (3) The reactants are [CH:1](=O)[C:2]1[CH:7]=[CH:6][CH:5]=[CH:4][CH:3]=1.[NH2:9][C:10]1[CH:11]=[C:12]([N:21]2[CH2:26][CH2:25][N:24]([C:27]([C:29]3[CH:34]=[CH:33][CH:32]=[CH:31][CH:30]=3)=[O:28])[CH2:23][CH2:22]2)[CH:13]=[CH:14][C:15]=1[O:16][C:17]([F:20])([F:19])[F:18].C(O[BH-](OC(=O)C)OC(=O)C)(=O)C.[Na+].CC(O)=O. The catalyst is C(Cl)Cl. The product is [CH2:1]([NH:9][C:10]1[CH:11]=[C:12]([N:21]2[CH2:22][CH2:23][N:24]([C:27]([C:29]3[CH:34]=[CH:33][CH:32]=[CH:31][CH:30]=3)=[O:28])[CH2:25][CH2:26]2)[CH:13]=[CH:14][C:15]=1[O:16][C:17]([F:18])([F:19])[F:20])[C:2]1[CH:7]=[CH:6][CH:5]=[CH:4][CH:3]=1. The yield is 0.790.